Dataset: Catalyst prediction with 721,799 reactions and 888 catalyst types from USPTO. Task: Predict which catalyst facilitates the given reaction. (1) Reactant: [F:1][C:2]1[CH:3]=[C:4]([NH:22]C(=O)C)[CH:5]=[CH:6][C:7]=1[O:8][C:9]1[CH:14]=[CH:13][N:12]=[C:11]([NH:15][C:16]2[CH:21]=[CH:20][CH:19]=[CH:18][CH:17]=2)[CH:10]=1. Product: [NH2:22][C:4]1[CH:5]=[CH:6][C:7]([O:8][C:9]2[CH:14]=[CH:13][N:12]=[C:11]([NH:15][C:16]3[CH:21]=[CH:20][CH:19]=[CH:18][CH:17]=3)[CH:10]=2)=[C:2]([F:1])[CH:3]=1. The catalyst class is: 33. (2) Reactant: CC1(C)C(C)(C)OB([C:9]2[NH:17][C:16]3[CH2:15][CH2:14][NH:13][C:12](=[O:18])[C:11]=3[CH:10]=2)O1.CC(C1C=C(C(C)C)C(C2C=CC=CC=2P(C2CCCCC2)C2CCCCC2)=C(C(C)C)C=1)C.Br[C:55]1[CH:56]=[CH:57][CH:58]=[C:59]2[C:64]=1[N:63]=[C:62]([NH:65][C:66]([CH3:69])([CH3:68])[CH3:67])[N:61]=[CH:60]2. Product: [C:66]([NH:65][C:62]1[N:61]=[CH:60][C:59]2[C:64](=[C:55]([C:9]3[NH:17][C:16]4[CH2:15][CH2:14][NH:13][C:12](=[O:18])[C:11]=4[CH:10]=3)[CH:56]=[CH:57][CH:58]=2)[N:63]=1)([CH3:69])([CH3:67])[CH3:68]. The catalyst class is: 333. (3) Reactant: F[P-](F)(F)(F)(F)F.N1(O[P+](N(C)C)(N(C)C)N(C)C)C2C=CC=CC=2N=N1.C(N(C(C)C)CC)(C)C.[CH3:37][N:38]1[CH2:43][CH2:42][CH:41]([N:44]2[CH2:49][CH2:48][NH:47][CH2:46][CH2:45]2)[CH2:40][CH2:39]1.[Cl:50][C:51]1[CH:52]=[C:53]2[C:57](=[CH:58][C:59]=1[F:60])[NH:56][C:55](=[O:61])[C:54]2([CH2:71][C:72](O)=[O:73])[C:62]1[C:63]([O:68][CH2:69][CH3:70])=[N:64][CH:65]=[CH:66][CH:67]=1.[OH-].[Na+]. Product: [Cl:50][C:51]1[CH:52]=[C:53]2[C:57](=[CH:58][C:59]=1[F:60])[NH:56][C:55](=[O:61])[C:54]2([C:62]1[C:63]([O:68][CH2:69][CH3:70])=[N:64][CH:65]=[CH:66][CH:67]=1)[CH2:71][C:72]([N:47]1[CH2:48][CH2:49][N:44]([CH:41]2[CH2:40][CH2:39][N:38]([CH3:37])[CH2:43][CH2:42]2)[CH2:45][CH2:46]1)=[O:73]. The catalyst class is: 96. (4) Reactant: [C:1](Cl)(=[O:10])[C:2]1[CH:7]=[CH:6][C:5]([O:8][CH3:9])=[CH:4][CH:3]=1.[Cl-].[Al+3].[Cl-].[Cl-].[CH3:16][N:17]1[CH:21]=[CH:20][CH:19]=[C:18]1[CH2:22][C:23]([O:25][CH3:26])=[O:24].Cl. Product: [C:1]([C:21]1[N:17]([CH3:16])[C:18]([CH2:22][C:23]([O:25][CH3:26])=[O:24])=[CH:19][CH:20]=1)(=[O:10])[C:2]1[CH:7]=[CH:6][C:5]([O:8][CH3:9])=[CH:4][CH:3]=1. The catalyst class is: 2.